This data is from Catalyst prediction with 721,799 reactions and 888 catalyst types from USPTO. The task is: Predict which catalyst facilitates the given reaction. The catalyst class is: 159. Reactant: C[O:2][C:3]1[C:8]2[CH:9]=[C:10]([C:12](=[O:14])[CH3:13])[O:11][C:7]=2[CH:6]=[C:5]([O:15]C)[CH:4]=1.[Cl-].[Cl-].[Cl-].[Al+3]. Product: [OH:2][C:3]1[C:8]2[CH:9]=[C:10]([C:12](=[O:14])[CH3:13])[O:11][C:7]=2[CH:6]=[C:5]([OH:15])[CH:4]=1.